Dataset: Reaction yield outcomes from USPTO patents with 853,638 reactions. Task: Predict the reaction yield, written as a fraction of the theoretical maximum amount of product (1.0 means a 100% yield; for example, 0.34 means a 34% yield). (1) The reactants are [CH3:1][C:2]1[NH:3][C:4](=O)[C:5]2[C:10]3[CH2:11][CH2:12][CH2:13][CH2:14][C:9]=3[O:8][C:6]=2[N:7]=1.O=P(Cl)(Cl)[Cl:18].C(Cl)(Cl)Cl.CCCCCC. The catalyst is C(OC(=O)C)(=O)C. The product is [Cl:18][C:4]1[C:5]2[C:10]3[CH2:11][CH2:12][CH2:13][CH2:14][C:9]=3[O:8][C:6]=2[N:7]=[C:2]([CH3:1])[N:3]=1. The yield is 0.820. (2) The reactants are Cl[C:2]1[N:3]=[C:4]([C:10]2[CH:11]=[N:12][CH:13]=[CH:14][CH:15]=2)[S:5][C:6]=1[N+:7]([O-:9])=[O:8].[CH3:16][S-:17].[Na+]. The catalyst is O1CCOCC1.C(OCC)(=O)C. The product is [CH3:16][S:17][C:2]1[N:3]=[C:4]([C:10]2[CH:11]=[N:12][CH:13]=[CH:14][CH:15]=2)[S:5][C:6]=1[N+:7]([O-:9])=[O:8]. The yield is 0.680. (3) The reactants are [CH3:1][CH:2]1[CH2:6][CH2:5][CH2:4][CH:3]1[CH2:7][OH:8].Br.CC(O)=O.[Cl:14][C:15]1[CH:20]=[CH:19][C:18]([NH:21][C:22]2[S:23][CH:24]=[CH:25][N:26]=2)=[CH:17][C:16]=1O.C([O-])([O-])=O.[Cs+].[Cs+]. The catalyst is CCCCC.CC(C)=O.CCOC(C)=O. The product is [Cl:14][C:15]1[CH:16]=[CH:17][C:18]([NH:21][C:22]2[S:23][CH:24]=[CH:25][N:26]=2)=[CH:19][C:20]=1[O:8][CH2:7][C:3]1[CH2:4][CH2:5][CH2:6][C:2]=1[CH3:1]. The yield is 0.0300.